The task is: Predict the reactants needed to synthesize the given product.. This data is from Full USPTO retrosynthesis dataset with 1.9M reactions from patents (1976-2016). (1) Given the product [CH2:25]([O:27][C:28](=[O:48])[CH2:29][C:30]1([C:33]2[CH:38]=[CH:37][C:36]([C:2]3[CH:7]=[CH:6][C:5]([C:8]4[O:12][N:11]=[C:10]([CH3:13])[C:9]=4[CH:14]([OH:24])[CH2:15][CH2:16][CH2:17][C:18]4[CH:23]=[CH:22][CH:21]=[CH:20][CH:19]=4)=[CH:4][CH:3]=3)=[CH:35][CH:34]=2)[CH2:32][CH2:31]1)[CH3:26], predict the reactants needed to synthesize it. The reactants are: Br[C:2]1[CH:7]=[CH:6][C:5]([C:8]2[O:12][N:11]=[C:10]([CH3:13])[C:9]=2[CH:14]([OH:24])[CH2:15][CH2:16][CH2:17][C:18]2[CH:23]=[CH:22][CH:21]=[CH:20][CH:19]=2)=[CH:4][CH:3]=1.[CH2:25]([O:27][C:28](=[O:48])[CH2:29][C:30]1([C:33]2[CH:38]=[CH:37][C:36](B3OC(C)(C)C(C)(C)O3)=[CH:35][CH:34]=2)[CH2:32][CH2:31]1)[CH3:26]. (2) Given the product [C:23]([N:11]1[CH2:10][CH2:9][N:8]([C:1]([O:3][C:4]([CH3:7])([CH3:6])[CH3:5])=[O:2])[CH2:13][CH2:12]1)#[N:22], predict the reactants needed to synthesize it. The reactants are: [C:1]([N:8]1[CH2:13][CH2:12][NH:11][CH2:10][CH2:9]1)([O:3][C:4]([CH3:7])([CH3:6])[CH3:5])=[O:2].C(=O)([O-])O.[Na+].ClCCl.[N:22]#[C:23]Br. (3) Given the product [CH3:25][C:22]1[CH:23]=[CH:24][C:19](/[N:18]=[CH:1]/[C:3]2[CH:17]=[CH:16][C:6]([O:7][CH2:8][C:9]([O:11][C:12]([CH3:15])([CH3:14])[CH3:13])=[O:10])=[CH:5][CH:4]=2)=[CH:20][CH:21]=1, predict the reactants needed to synthesize it. The reactants are: [CH:1]([C:3]1[CH:17]=[CH:16][C:6]([O:7][CH2:8][C:9]([O:11][C:12]([CH3:15])([CH3:14])[CH3:13])=[O:10])=[CH:5][CH:4]=1)=O.[NH2:18][C:19]1[CH:24]=[CH:23][C:22]([CH3:25])=[CH:21][CH:20]=1. (4) Given the product [O:33]1[C:32]2[CH:37]=[CH:38][C:29]([CH2:28][N:26]([CH3:27])[C@H:23]3[CH2:24][CH2:25][C@H:20]([CH2:18][O:14][C:13]([C:7]4[CH:8]=[N:9][C:10]5[C:5]([CH:6]=4)=[CH:4][C:3]([O:2][CH3:1])=[CH:12][CH:11]=5)=[O:15])[CH2:21][CH2:22]3)=[CH:30][C:31]=2[O:36][CH2:35][CH2:34]1, predict the reactants needed to synthesize it. The reactants are: [CH3:1][O:2][C:3]1[CH:4]=[C:5]2[C:10](=[CH:11][CH:12]=1)[N:9]=[CH:8][C:7]([C:13]([OH:15])=[O:14])=[CH:6]2.CO[C:18]([C@H:20]1[CH2:25][CH2:24][C@H:23]([N:26]([CH2:28][C:29]2[CH:38]=[CH:37][C:32]3[O:33][CH2:34][CH2:35][O:36][C:31]=3[CH:30]=2)[CH3:27])[CH2:22][CH2:21]1)=O. (5) Given the product [Br:1][C:2]1[CH:7]=[CH:6][C:5]([C:8]2([CH2:18][C:17]([OH:20])=[O:14])[CH2:10][CH2:9]2)=[CH:4][CH:3]=1, predict the reactants needed to synthesize it. The reactants are: [Br:1][C:2]1[CH:7]=[CH:6][C:5]([C:8]2(CC#N)[CH2:10][CH2:9]2)=[CH:4][CH:3]=1.[OH-:14].[K+].Cl.[CH2:17]([OH:20])[CH2:18]O.